Dataset: Full USPTO retrosynthesis dataset with 1.9M reactions from patents (1976-2016). Task: Predict the reactants needed to synthesize the given product. (1) The reactants are: Cl[CH2:2][CH2:3][C:4]1[CH:12]=[C:11]([O:13][CH3:14])[CH:10]=[CH:9][C:5]=1[C:6](Cl)=[O:7].[NH2:15][C:16]1[CH:21]=[CH:20][C:19]([N:22]2[CH2:26][CH2:25][C@@H:24]([N:27]([CH3:29])[CH3:28])[CH2:23]2)=[C:18]([F:30])[CH:17]=1. Given the product [CH3:28][N:27]([CH3:29])[C@@H:24]1[CH2:25][CH2:26][N:22]([C:19]2[CH:20]=[CH:21][C:16]([N:15]3[CH2:2][CH2:3][C:4]4[C:5](=[CH:9][CH:10]=[C:11]([O:13][CH3:14])[CH:12]=4)[C:6]3=[O:7])=[CH:17][C:18]=2[F:30])[CH2:23]1, predict the reactants needed to synthesize it. (2) Given the product [NH2:17][C:12]1[CH:11]=[C:10]([O:20][CH3:21])[C:9]([O:8][CH2:1][C:2]2[CH:7]=[CH:6][CH:5]=[CH:4][CH:3]=2)=[CH:16][C:13]=1[CH:14]=[O:15], predict the reactants needed to synthesize it. The reactants are: [CH2:1]([O:8][C:9]1[C:10]([O:20][CH3:21])=[CH:11][C:12]([N+:17]([O-])=O)=[C:13]([CH:16]=1)[CH:14]=[O:15])[C:2]1[CH:7]=[CH:6][CH:5]=[CH:4][CH:3]=1.Cl. (3) Given the product [CH2:20]([O:19][C:17]([N:2]1[CH2:3][CH2:4][C:5]2[CH:6]=[CH:7][CH:12]=[CH:11][C:10]=2[CH2:9][CH2:8]1)=[O:18])[CH3:21], predict the reactants needed to synthesize it. The reactants are: Cl.[NH:2]1[C:8]2[CH:9]=[CH:10][CH:11]=[CH:12][C:7]=2[CH:6]=[CH:5][CH:4]=[CH:3]1.C(Cl)Cl.Cl[C:17]([O:19][CH2:20][CH3:21])=[O:18].